From a dataset of Forward reaction prediction with 1.9M reactions from USPTO patents (1976-2016). Predict the product of the given reaction. (1) Given the reactants [F:1][C:2]([F:10])([F:9])[C:3]1(CC#N)[CH2:5][CH2:4]1.[CH2:11]([OH:13])[CH3:12].[OH-:14].[Na+], predict the reaction product. The product is: [F:1][C:2]([F:10])([F:9])[C:3]1([CH2:12][C:11]([OH:14])=[O:13])[CH2:5][CH2:4]1. (2) The product is: [CH:7]1([CH2:12][C@H:13]([CH2:30][N:31]([CH:39]=[O:40])[O:32][CH:33]2[CH2:38][CH2:37][CH2:36][CH2:35][O:34]2)[C:14]([N:16]2[C@H:20]([C:21]([NH:52][C:47]3[N:48]=[CH:49][CH:50]=[CH:51][N:46]=3)=[O:23])[CH2:19][CH2:18][N:17]2[C:24]([O:26][CH2:27][CH:28]=[CH2:29])=[O:25])=[O:15])[CH2:11][CH2:10][CH2:9][CH2:8]1. Given the reactants CN1C=CN=C1.[CH:7]1([CH2:12][C@H:13]([CH2:30][N:31]([CH:39]=[O:40])[O:32][CH:33]2[CH2:38][CH2:37][CH2:36][CH2:35][O:34]2)[C:14]([N:16]2[CH:20]([C:21]([OH:23])=O)[CH2:19][CH2:18][N:17]2[C:24]([O:26][CH2:27][CH:28]=[CH2:29])=[O:25])=[O:15])[CH2:11][CH2:10][CH2:9][CH2:8]1.S(Cl)(C)(=O)=O.[N:46]1[CH:51]=[CH:50][CH:49]=[N:48][C:47]=1[NH2:52], predict the reaction product.